Dataset: Reaction yield outcomes from USPTO patents with 853,638 reactions. Task: Predict the reaction yield, written as a fraction of the theoretical maximum amount of product (1.0 means a 100% yield; for example, 0.34 means a 34% yield). (1) The reactants are C(OC([N:8]1[CH2:11][CH:10]([C:12]2[CH:21]=[CH:20][C:19]3[C:14](=[CH:15][CH:16]=[CH:17][CH:18]=3)[N:13]=2)[CH2:9]1)=O)(C)(C)C.[ClH:22].CO. No catalyst specified. The product is [ClH:22].[NH:8]1[CH2:9][CH:10]([C:12]2[CH:21]=[CH:20][C:19]3[C:14](=[CH:15][CH:16]=[CH:17][CH:18]=3)[N:13]=2)[CH2:11]1. The yield is 1.00. (2) The reactants are [CH3:1][C:2]1[N:6]=[C:5]([CH2:7][CH:8]2[CH2:13][CH2:12][CH:11]([C:14]3[S:15][C:16]([C:19]4[CH:25]=[CH:24][C:22]([NH2:23])=[CH:21][CH:20]=4)=[CH:17][N:18]=3)[CH2:10][CH2:9]2)[O:4][N:3]=1.[F:26][C:27]1[CH:32]=[C:31]([F:33])[C:30]([F:34])=[CH:29][C:28]=1[N:35]=[C:36]=[O:37]. No catalyst specified. The product is [CH3:1][C:2]1[N:6]=[C:5]([CH2:7][CH:8]2[CH2:13][CH2:12][CH:11]([C:14]3[S:15][C:16]([C:19]4[CH:20]=[CH:21][C:22]([NH:23][C:36]([NH:35][C:28]5[CH:29]=[C:30]([F:34])[C:31]([F:33])=[CH:32][C:27]=5[F:26])=[O:37])=[CH:24][CH:25]=4)=[CH:17][N:18]=3)[CH2:10][CH2:9]2)[O:4][N:3]=1. The yield is 0.640. (3) The reactants are [Cl:1][C:2]1[CH:7]=[C:6]([Cl:8])[CH:5]=[CH:4][C:3]=1[CH:9]=[CH:10][C:11](O)=[O:12].C(N(CC)CC)C.ClC(OCC(C)C)=O.[BH4-].[Na+].CC(OI1(OC(C)=O)(OC(C)=O)OC(=O)C2C=CC=CC1=2)=O. The catalyst is O1CCCC1.C(OCC)(=O)C.ClCCl. The product is [Cl:1][C:2]1[CH:7]=[C:6]([Cl:8])[CH:5]=[CH:4][C:3]=1/[CH:9]=[CH:10]/[CH:11]=[O:12]. The yield is 0.750. (4) The reactants are [CH2:1]([N:8]1[CH2:13][CH2:12][NH:11][CH:10]([CH2:14][OH:15])[CH2:9]1)[C:2]1[CH:7]=[CH:6][CH:5]=[CH:4][CH:3]=1.Cl[C:17](Cl)([O:19]C(=O)OC(Cl)(Cl)Cl)Cl.C(N(C(C)C)CC)(C)C. The catalyst is ClCCCl. The product is [CH2:1]([N:8]1[CH2:13][CH2:12][N:11]2[C:17](=[O:19])[O:15][CH2:14][CH:10]2[CH2:9]1)[C:2]1[CH:3]=[CH:4][CH:5]=[CH:6][CH:7]=1. The yield is 0.320. (5) The reactants are [Si:1]([O:8][C@@H:9]1[C@H:13]([CH2:14][O:15][Si:16]([C:19]([CH3:22])([CH3:21])[CH3:20])([CH3:18])[CH3:17])[CH2:12][C@@H:11]([O:23][C:24]2[CH:29]=[C:28](Cl)[N:27]=[CH:26][N:25]=2)[CH2:10]1)([C:4]([CH3:7])([CH3:6])[CH3:5])([CH3:3])[CH3:2].C(=O)([O-])[O-].[Na+].[Na+]. The catalyst is CO.[Pd]. The product is [Si:1]([O:8][C@@H:9]1[C@H:13]([CH2:14][O:15][Si:16]([C:19]([CH3:20])([CH3:21])[CH3:22])([CH3:18])[CH3:17])[CH2:12][C@@H:11]([O:23][C:24]2[CH:29]=[CH:28][N:27]=[CH:26][N:25]=2)[CH2:10]1)([C:4]([CH3:5])([CH3:6])[CH3:7])([CH3:2])[CH3:3]. The yield is 0.700. (6) The reactants are CO[C:3]1[CH:12]=[CH:11][C:6]2[N:7]=[C:8]([SH:10])[NH:9][C:5]=2[CH:4]=1.Br[CH2:14][C:15](=[O:21])[C:16]([O:18][CH2:19][CH3:20])=[O:17].[CH3:22]O. The catalyst is CC(C)=O. The product is [CH2:19]([O:18][C:16](=[O:17])[C:15](=[O:21])[CH2:14][S:10][C:8]1[NH:7][C:6]2[CH:11]=[CH:12][C:3]([CH3:22])=[CH:4][C:5]=2[N:9]=1)[CH3:20]. The yield is 0.920. (7) The reactants are [CH:1]1([N:7]([CH:19]2[CH2:24][CH2:23][CH2:22][CH2:21][CH2:20]2)[C:8](=[O:18])[NH:9][C:10]2[S:11][C:12]([C:15]([OH:17])=O)=[CH:13][N:14]=2)[CH2:6][CH2:5][CH2:4][CH2:3][CH2:2]1.N1([C:31](=[O:39])[CH2:32][N:33]2[CH2:38][CH2:37][NH:36][CH2:35][CH2:34]2)CCOCC1.CN(C([O:47]N1N=NC2C=CC=CC1=2)=[N+](C)C)C.F[P-](F)(F)(F)(F)F.CCN([CH:70]([CH3:72])C)C(C)C. The catalyst is CCOC(C)=O.CN(C=O)C. The product is [CH2:70]([O:47][C:31](=[O:39])[CH2:32][N:33]1[CH2:34][CH2:35][N:36]([C:15]([C:12]2[S:11][C:10]([NH:9][C:8]([N:7]([CH:19]3[CH2:20][CH2:21][CH2:22][CH2:23][CH2:24]3)[CH:1]3[CH2:6][CH2:5][CH2:4][CH2:3][CH2:2]3)=[O:18])=[N:14][CH:13]=2)=[O:17])[CH2:37][CH2:38]1)[CH3:72]. The yield is 0.490.